From a dataset of Forward reaction prediction with 1.9M reactions from USPTO patents (1976-2016). Predict the product of the given reaction. Given the reactants C(N(CC)CC)C.[NH2:8][C:9]1[CH:14]=[CH:13][C:12]([SH:15])=[CH:11][CH:10]=1.[F:23][C:22]([F:25])([F:24])[C:21](O[C:21](=[O:26])[C:22]([F:25])([F:24])[F:23])=[O:26].Cl.Cl[CH2:31][C:32]1[N:36]([CH2:37][CH2:38][CH3:39])[CH:35]=[N:34][CH:33]=1, predict the reaction product. The product is: [F:25][C:22]([F:23])([F:24])[C:21]([NH:8][C:9]1[CH:14]=[CH:13][C:12]([S:15][CH2:31][C:32]2[N:36]([CH2:37][CH2:38][CH3:39])[CH:35]=[N:34][CH:33]=2)=[CH:11][CH:10]=1)=[O:26].